The task is: Predict the reactants needed to synthesize the given product.. This data is from Full USPTO retrosynthesis dataset with 1.9M reactions from patents (1976-2016). (1) Given the product [F:1][C:2]1[CH:7]=[CH:6][C:5]([C@H:8]([NH:10][C@H:11]2[CH2:15][CH2:14][C@@H:13]([C:16]3[CH:17]=[CH:18][C:19]([CH2:22][C:23]([N:35]4[CH2:40][CH2:39][NH:38][CH2:37][CH2:36]4)=[O:24])=[CH:20][CH:21]=3)[CH2:12]2)[CH3:9])=[CH:4][C:3]=1[O:26][CH3:27], predict the reactants needed to synthesize it. The reactants are: [F:1][C:2]1[CH:7]=[CH:6][C:5]([C@H:8]([NH:10][C@H:11]2[CH2:15][CH2:14][C@@H:13]([C:16]3[CH:21]=[CH:20][C:19]([CH2:22][C:23](O)=[O:24])=[CH:18][CH:17]=3)[CH2:12]2)[CH3:9])=[CH:4][C:3]=1[O:26][CH3:27].C(OC([N:35]1[CH2:40][CH2:39][NH:38][CH2:37][CH2:36]1)=O)(C)(C)C. (2) Given the product [Cl:1][C:2]1[CH:3]=[C:4]([F:30])[C:5]([C:24]2[N:28]=[C:27]([CH3:29])[O:26][N:25]=2)=[C:6]([C:8]2[CH:23]=[CH:22][C:11]3[CH:12]([NH:15][C:16]([C:18]4([NH:21][C:37]([C:34]5[CH:35]=[CH:36][N:31]=[N:32][CH:33]=5)=[O:38])[CH2:20][CH2:19]4)=[O:17])[CH2:13][O:14][C:10]=3[CH:9]=2)[CH:7]=1, predict the reactants needed to synthesize it. The reactants are: [Cl:1][C:2]1[CH:3]=[C:4]([F:30])[C:5]([C:24]2[N:28]=[C:27]([CH3:29])[O:26][N:25]=2)=[C:6]([C:8]2[CH:23]=[CH:22][C:11]3[CH:12]([NH:15][C:16]([C:18]4([NH2:21])[CH2:20][CH2:19]4)=[O:17])[CH2:13][O:14][C:10]=3[CH:9]=2)[CH:7]=1.[N:31]1[CH:36]=[CH:35][C:34]([C:37](O)=[O:38])=[CH:33][N:32]=1. (3) The reactants are: [Cl:1][C:2]1[CH:7]=[C:6]([N+:8]([O-])=O)[CH:5]=[CH:4][C:3]=1[C:11]1[CH:16]=[CH:15][CH:14]=[CH:13][CH:12]=1.[Cl-].[NH4+].CO. Given the product [Cl:1][C:2]1[CH:7]=[C:6]([NH2:8])[CH:5]=[CH:4][C:3]=1[C:11]1[CH:16]=[CH:15][CH:14]=[CH:13][CH:12]=1, predict the reactants needed to synthesize it. (4) Given the product [CH3:29][C:26]([O:25][C@H:24]([CH3:30])[C@@H:23]([C:31]([O:33][CH3:34])=[O:32])[NH:22][C:20]([C:19]1[CH:18]=[CH:17][C:16]([C:35]2[CH:40]=[CH:39][C:38]([O:41][CH3:42])=[C:37]([F:43])[CH:36]=2)=[CH:15][C:14]=1[NH:13][C:11]([NH:10][C:3]1[C:2]([CH3:1])=[CH:7][C:6]([CH3:8])=[CH:5][C:4]=1[CH3:9])=[O:12])=[O:21])([CH3:27])[CH3:28], predict the reactants needed to synthesize it. The reactants are: [CH3:1][C:2]1[CH:7]=[C:6]([CH3:8])[CH:5]=[C:4]([CH3:9])[C:3]=1[N:10]=[C:11]=[O:12].[NH2:13][C:14]1[CH:15]=[C:16]([C:35]2[CH:40]=[CH:39][C:38]([O:41][CH3:42])=[C:37]([F:43])[CH:36]=2)[CH:17]=[CH:18][C:19]=1[C:20]([NH:22][C@H:23]([C:31]([O:33][CH3:34])=[O:32])[C@@H:24]([CH3:30])[O:25][C:26]([CH3:29])([CH3:28])[CH3:27])=[O:21].CCCCCC.C(OCC)(=O)C. (5) Given the product [Cl:1][C:2]1[N:7]=[C:6]([N:11]([CH3:10])[CH2:12][CH2:13][OH:14])[CH:5]=[C:4]([CH3:9])[N:3]=1, predict the reactants needed to synthesize it. The reactants are: [Cl:1][C:2]1[N:7]=[C:6](Cl)[CH:5]=[C:4]([CH3:9])[N:3]=1.[CH3:10][NH:11][CH2:12][CH2:13][OH:14].